Regression. Given a peptide amino acid sequence and an MHC pseudo amino acid sequence, predict their binding affinity value. This is MHC class I binding data. From a dataset of Peptide-MHC class I binding affinity with 185,985 pairs from IEDB/IMGT. (1) The peptide sequence is ALLFLMSFTI. The MHC is HLA-A02:06 with pseudo-sequence HLA-A02:06. The binding affinity (normalized) is 0.754. (2) The peptide sequence is LFNILGGWV. The MHC is Patr-A0701 with pseudo-sequence Patr-A0701. The binding affinity (normalized) is 0.150. (3) The peptide sequence is GIADIRDKY. The MHC is HLA-A03:01 with pseudo-sequence HLA-A03:01. The binding affinity (normalized) is 0. (4) The peptide sequence is GVSENIFLK. The MHC is HLA-A33:01 with pseudo-sequence HLA-A33:01. The binding affinity (normalized) is 0.166. (5) The peptide sequence is YALINLVQYR. The MHC is HLA-A11:01 with pseudo-sequence HLA-A11:01. The binding affinity (normalized) is 0.184.